This data is from Reaction yield outcomes from USPTO patents with 853,638 reactions. The task is: Predict the reaction yield, written as a fraction of the theoretical maximum amount of product (1.0 means a 100% yield; for example, 0.34 means a 34% yield). (1) The reactants are [CH2:1]1[C:6]2([CH2:11][CH2:10][NH:9][CH2:8][CH2:7]2)[CH2:5][CH2:4][CH:3]([NH:12][C:13]2[C:18]([Cl:19])=[CH:17][N:16]=[C:15]([NH:20][C:21]3[CH:22]=[CH:23][C:24]4[C:28]([CH:29]=3)=[N:27][N:26]([CH3:30])[C:25]=4[CH3:31])[N:14]=2)[CH2:2]1.C(N(CC)CC)C.[C:39](OC(=O)C)(=[O:41])[CH3:40]. The catalyst is C(Cl)Cl. The product is [Cl:19][C:18]1[C:13]([NH:12][CH:3]2[CH2:4][CH2:5][C:6]3([CH2:7][CH2:8][N:9]([C:39](=[O:41])[CH3:40])[CH2:10][CH2:11]3)[CH2:1][CH2:2]2)=[N:14][C:15]([NH:20][C:21]2[CH:22]=[CH:23][C:24]3[C:28]([CH:29]=2)=[N:27][N:26]([CH3:30])[C:25]=3[CH3:31])=[N:16][CH:17]=1. The yield is 0.680. (2) The reactants are Br[C:2]1[CH:7]=[CH:6][C:5]([N+:8]([O-:10])=[O:9])=[CH:4][N:3]=1.[C:11]([O:15][C:16](=[O:25])[N:17]([CH3:24])[CH:18]1[CH2:23][CH2:22][NH:21][CH2:20][CH2:19]1)([CH3:14])([CH3:13])[CH3:12].C(N(CC)CC)C. The catalyst is CN(C)C=O. The product is [C:11]([O:15][C:16](=[O:25])[N:17]([CH3:24])[CH:18]1[CH2:23][CH2:22][N:21]([C:2]2[CH:7]=[CH:6][C:5]([N+:8]([O-:10])=[O:9])=[CH:4][N:3]=2)[CH2:20][CH2:19]1)([CH3:14])([CH3:13])[CH3:12]. The yield is 0.855.